This data is from Forward reaction prediction with 1.9M reactions from USPTO patents (1976-2016). The task is: Predict the product of the given reaction. (1) Given the reactants [OH:1][C:2]1[CH:3]=[C:4]([CH2:8][C:9]([OH:11])=[O:10])[CH:5]=[CH:6][CH:7]=1.[Br:12][C:13]1[CH:14]=[CH:15][C:16](F)=[C:17]([CH:20]=1)[CH:18]=[O:19].[H-].[Na+], predict the reaction product. The product is: [Br:12][C:13]1[CH:14]=[CH:15][C:16]([O:1][C:2]2[CH:3]=[C:4]([CH2:8][C:9]([OH:11])=[O:10])[CH:5]=[CH:6][CH:7]=2)=[C:17]([CH:18]=[O:19])[CH:20]=1. (2) The product is: [CH2:5]([O:7][C:8](=[O:26])[C@@H:9]([O:25][CH2:1][CH2:2][CH3:3])[CH2:10][C:11]1[CH:16]=[CH:15][C:14]([O:17][CH2:18][C:19]2[CH:20]=[CH:21][CH:22]=[CH:23][CH:24]=2)=[CH:13][CH:12]=1)[CH3:6]. Given the reactants [CH2:1](I)[CH2:2][CH3:3].[CH2:5]([O:7][C:8](=[O:26])[C@@H:9]([OH:25])[CH2:10][C:11]1[CH:16]=[CH:15][C:14]([O:17][CH2:18][C:19]2[CH:24]=[CH:23][CH:22]=[CH:21][CH:20]=2)=[CH:13][CH:12]=1)[CH3:6].C(OCC)(=O)C.O, predict the reaction product. (3) The product is: [N:43]1([CH2:30][C@@H:28]2[CH2:29][C@H:26]([N:8]3[C:4]4[N:5]=[CH:6][N:7]=[C:2]([NH2:1])[C:3]=4[C:10]([C:11]4[CH:16]=[CH:15][CH:14]=[C:13]([O:17][CH2:18][C:19]5[CH:24]=[CH:23][CH:22]=[CH:21][CH:20]=5)[CH:12]=4)=[C:9]3[CH3:25])[CH2:27]2)[CH2:46][CH2:47][CH2:48]1. Given the reactants [NH2:1][C:2]1[C:3]2[C:10]([C:11]3[CH:16]=[CH:15][CH:14]=[C:13]([O:17][CH2:18][C:19]4[CH:24]=[CH:23][CH:22]=[CH:21][CH:20]=4)[CH:12]=3)=[C:9]([CH3:25])[N:8]([C@@H:26]3[CH2:29][C@H:28]([CH2:30]O)[CH2:27]3)[C:4]=2[N:5]=[CH:6][N:7]=1.C1(C)C=CC(S(Cl)(=O)=O)=CC=1.[N:43]1[CH:48]=[CH:47][CH:46]=CC=1, predict the reaction product. (4) The product is: [NH2:28][C:2]1[C:3]2[C:10]([F:11])=[CH:9][N:8]([C@H:12]3[C@H:19]([OH:18])[C@H:15]([OH:16])[C@H:14]([C:22]4[CH:23]=[CH:24][CH:25]=[CH:26][CH:27]=4)[O:13]3)[C:4]=2[N:5]=[CH:6][N:7]=1. Given the reactants Cl[C:2]1[C:3]2[C:10]([F:11])=[CH:9][N:8]([C@H:12]3[C@H:19]4[C@H:15]([O:16]C(C)(C)[O:18]4)[C@H:14]([C:22]4[CH:27]=[CH:26][CH:25]=[CH:24][CH:23]=4)[O:13]3)[C:4]=2[N:5]=[CH:6][N:7]=1.[NH4+:28].[OH-], predict the reaction product.